This data is from Catalyst prediction with 721,799 reactions and 888 catalyst types from USPTO. The task is: Predict which catalyst facilitates the given reaction. (1) Reactant: Cl[C:2]1[C:7]2[N:8]=[C:9]([N:19]3[CH2:24][CH2:23][O:22][CH2:21][CH2:20]3)[N:10]=[C:11]([C:12]3[CH:17]=[CH:16][CH:15]=[C:14]([OH:18])[CH:13]=3)[C:6]=2[N:5]=[C:4]([C:25]([OH:27])=[O:26])[CH:3]=1.[CH3:28][S:29]([N:32]1[CH2:37][CH2:36][NH:35][CH2:34][CH2:33]1)(=[O:31])=[O:30].C(N(CC)CC)C. Product: [OH:18][C:14]1[CH:13]=[C:12]([C:11]2[C:6]3[N:5]=[C:4]([C:25]([OH:27])=[O:26])[CH:3]=[C:2]([N:35]4[CH2:36][CH2:37][N:32]([S:29]([CH3:28])(=[O:31])=[O:30])[CH2:33][CH2:34]4)[C:7]=3[N:8]=[C:9]([N:19]3[CH2:20][CH2:21][O:22][CH2:23][CH2:24]3)[N:10]=2)[CH:17]=[CH:16][CH:15]=1. The catalyst class is: 20. (2) Reactant: O1CCCCC1[O:7][C:8]1[CH:13]=[CH:12][C:11]([CH:14]([CH3:21])[CH2:15][C:16]([O:18][CH2:19][CH3:20])=[O:17])=[CH:10][CH:9]=1.CC1C=CC(S([O-])(=O)=O)=CC=1.C1C=C[NH+]=CC=1. Product: [OH:7][C:8]1[CH:9]=[CH:10][C:11]([CH:14]([CH3:21])[CH2:15][C:16]([O:18][CH2:19][CH3:20])=[O:17])=[CH:12][CH:13]=1. The catalyst class is: 14. (3) Reactant: [CH:1]1([CH2:9][N:10]2[CH2:15][CH2:14][CH:13]([N:16]3[C:20]4[CH:21]=[CH:22][CH:23]=[CH:24][C:19]=4[N:18]=[C:17]3[C@@H:25]3[CH2:29][CH2:28][N:27]([C:30](OC(C)(C)C)=O)[CH2:26]3)[CH2:12][CH2:11]2)[CH2:8][CH2:7][CH2:6][CH2:5][CH2:4][CH2:3][CH2:2]1.[H-].[Al+3].[Li+].[H-].[H-].[H-].O. Product: [CH:1]1([CH2:9][N:10]2[CH2:15][CH2:14][CH:13]([N:16]3[C:20]4[CH:21]=[CH:22][CH:23]=[CH:24][C:19]=4[N:18]=[C:17]3[C@@H:25]3[CH2:29][CH2:28][N:27]([CH3:30])[CH2:26]3)[CH2:12][CH2:11]2)[CH2:2][CH2:3][CH2:4][CH2:5][CH2:6][CH2:7][CH2:8]1. The catalyst class is: 1. (4) Reactant: [C:1]1([CH2:7][C:8](Cl)=[O:9])[CH:6]=[CH:5][CH:4]=[CH:3][CH:2]=1.[NH2:11][C:12](=[N:18]O)[C:13]([O:15][CH2:16][CH3:17])=[O:14].C(N(CC)C(C)C)(C)C.O. Product: [CH2:7]([C:8]1[O:9][N:18]=[C:12]([C:13]([O:15][CH2:16][CH3:17])=[O:14])[N:11]=1)[C:1]1[CH:6]=[CH:5][CH:4]=[CH:3][CH:2]=1. The catalyst class is: 4. (5) Reactant: [Br:1][C:2]1[C:7]([Cl:8])=[CH:6][C:5]([OH:9])=[C:4]([O:10][C:11]2[CH:16]=[CH:15][C:14]([Cl:17])=[CH:13][C:12]=2[Cl:18])[CH:3]=1.[CH2:19](Br)[C:20]1[CH:25]=[CH:24][CH:23]=[CH:22][CH:21]=1.C(=O)([O-])[O-].[Cs+].[Cs+]. Product: [Br:1][C:2]1[C:7]([Cl:8])=[CH:6][C:5]([O:9][CH2:19][C:20]2[CH:25]=[CH:24][CH:23]=[CH:22][CH:21]=2)=[C:4]([O:10][C:11]2[CH:16]=[CH:15][C:14]([Cl:17])=[CH:13][C:12]=2[Cl:18])[CH:3]=1. The catalyst class is: 9. (6) Reactant: [CH3:1][C:2]1([CH3:15])[CH2:6][CH2:5][CH:4]([C:7](=O)[C:8](OCC)=O)[C:3]1=O.C(O)(=O)C(O)=O.[CH2:22]([NH:24][NH2:25])[CH3:23]. Product: [CH2:22]([N:24]1[C:3]2[C:2]([CH3:1])([CH3:15])[CH2:6][CH2:5][C:4]=2[C:7]([CH3:8])=[N:25]1)[CH3:23]. The catalyst class is: 8.